From a dataset of Reaction yield outcomes from USPTO patents with 853,638 reactions. Predict the reaction yield, written as a fraction of the theoretical maximum amount of product (1.0 means a 100% yield; for example, 0.34 means a 34% yield). The reactants are [C:1]1(=[O:6])[CH2:5][CH2:4][CH2:3][CH2:2]1.[C:7]([O-:10])(=[O:9])[CH3:8].[C:7]([O-:10])(=[O:9])[CH3:8].[C:7]([O-:10])(=[O:9])[CH3:8].[C:7]([O-:10])(=[O:9])[CH3:8].[Pb+4].Cl. The catalyst is C1CCCCC1. The product is [C:7]([O:10][CH:2]1[CH2:3][CH2:4][CH2:5][C:1]1=[O:6])(=[O:9])[CH3:8]. The yield is 0.0900.